Task: Predict the reaction yield, written as a fraction of the theoretical maximum amount of product (1.0 means a 100% yield; for example, 0.34 means a 34% yield).. Dataset: Reaction yield outcomes from USPTO patents with 853,638 reactions (1) The reactants are [F:1][C:2]([F:18])([F:17])[C:3]1[CH:16]=[CH:15][C:6]([O:7][C:8]2[C:9]([NH2:14])=[N:10][CH:11]=[CH:12][CH:13]=2)=[CH:5][CH:4]=1.[Br:19]Br. The catalyst is C(Cl)(Cl)Cl. The product is [Br:19][C:12]1[CH:13]=[C:8]([O:7][C:6]2[CH:15]=[CH:16][C:3]([C:2]([F:1])([F:17])[F:18])=[CH:4][CH:5]=2)[C:9]([NH2:14])=[N:10][CH:11]=1. The yield is 0.523. (2) The reactants are [C:1]([O:5][C:6]([N:8]1[CH2:13][CH2:12][C@:11]([OH:25])([C:14]2[CH:19]=[CH:18][C:17]([N+:20]([O-])=O)=[C:16]([O:23][CH3:24])[CH:15]=2)[C@@H:10]([OH:26])[CH2:9]1)=[O:7])([CH3:4])([CH3:3])[CH3:2]. The catalyst is C(O)C.[Pd]. The product is [C:1]([O:5][C:6]([N:8]1[CH2:13][CH2:12][C@@:11]([C:14]2[CH:19]=[CH:18][C:17]([NH2:20])=[C:16]([O:23][CH3:24])[CH:15]=2)([OH:25])[C@@H:10]([OH:26])[CH2:9]1)=[O:7])([CH3:4])([CH3:3])[CH3:2]. The yield is 1.00. (3) The reactants are [NH2:1][C@H:2]([C:10]([OH:12])=[O:11])[CH2:3][C:4]1[CH:9]=[CH:8][CH:7]=[CH:6][CH:5]=1.[C:13](O[C:13]([O:15][C:16]([CH3:19])([CH3:18])[CH3:17])=[O:14])([O:15][C:16]([CH3:19])([CH3:18])[CH3:17])=[O:14].Cl. The catalyst is [OH-].[Na+].[Br-].C([N+](CCCC)(CCCC)CCCC)CCC. The product is [C:13]([NH:1][C@H:2]([C:10]([OH:12])=[O:11])[CH2:3][C:4]1[CH:9]=[CH:8][CH:7]=[CH:6][CH:5]=1)([O:15][C:16]([CH3:19])([CH3:18])[CH3:17])=[O:14]. The yield is 0.990. (4) The reactants are [CH2:1]([N:3]([CH2:16][CH3:17])[CH2:4][CH2:5][CH2:6][O:7][C:8]1[CH:13]=[CH:12][C:11]([NH2:14])=[CH:10][C:9]=1[F:15])[CH3:2].O[CH:19]=[C:20]1[C:28]2[C:23](=[CH:24][CH:25]=[CH:26][CH:27]=2)[NH:22][C:21]1=[O:29]. No catalyst specified. The product is [CH2:16]([N:3]([CH2:1][CH3:2])[CH2:4][CH2:5][CH2:6][O:7][C:8]1[CH:13]=[CH:12][C:11]([NH:14][CH:19]=[C:20]2[C:28]3[C:23](=[CH:24][CH:25]=[CH:26][CH:27]=3)[NH:22][C:21]2=[O:29])=[CH:10][C:9]=1[F:15])[CH3:17]. The yield is 0.240. (5) The reactants are [Li]CCCC.CN(C)CCO.[Si:12]([O:19][CH2:20][C:21]1[CH:26]=[CH:25][N:24]=[C:23]([Cl:27])[CH:22]=1)([C:15]([CH3:18])([CH3:17])[CH3:16])([CH3:14])[CH3:13].[I:28]I. The catalyst is CCCCCC.O1CCCC1. The product is [Si:12]([O:19][CH2:20][C:21]1[CH:26]=[C:25]([I:28])[N:24]=[C:23]([Cl:27])[CH:22]=1)([C:15]([CH3:18])([CH3:17])[CH3:16])([CH3:14])[CH3:13]. The yield is 0.470. (6) The reactants are C([O:3][C:4]([C:6]1[CH:10]=[C:9]([C:11]2[CH:12]=[N:13][CH:14]=[CH:15][CH:16]=2)[NH:8][N:7]=1)=[O:5])C.CO.O[Li].O.Cl. The catalyst is C1COCC1.O. The product is [N:13]1[CH:14]=[CH:15][CH:16]=[C:11]([C:9]2[NH:8][N:7]=[C:6]([C:4]([OH:5])=[O:3])[CH:10]=2)[CH:12]=1. The yield is 0.910. (7) The reactants are [NH2:1][O:2][CH:3]1[CH2:8][CH2:7][CH2:6][CH2:5][O:4]1.C(N(CC)CC)C.[Br:16][CH2:17][CH2:18][CH2:19][CH2:20][CH2:21][CH2:22][C:23](Cl)=[O:24]. The catalyst is C(Cl)Cl.CCOC(C)=O. The product is [Br:16][CH2:17][CH2:18][CH2:19][CH2:20][CH2:21][CH2:22][C:23]([NH:1][O:2][CH:3]1[CH2:8][CH2:7][CH2:6][CH2:5][O:4]1)=[O:24]. The yield is 0.520. (8) The product is [F:1][C:2]1([F:16])[O:6][C:5]2[CH:7]=[CH:8][C:9]([CH:11]=[CH:12][C:13]([NH2:23])=[O:14])=[CH:10][C:4]=2[O:3]1. The catalyst is O1CCCC1.CN(C)C=O. The yield is 0.900. The reactants are [F:1][C:2]1([F:16])[O:6][C:5]2[CH:7]=[CH:8][C:9]([CH:11]=[CH:12][C:13](O)=[O:14])=[CH:10][C:4]=2[O:3]1.C(Cl)(=O)C(Cl)=O.[NH3:23]. (9) The reactants are [F:1][C:2]([F:7])([F:6])[C:3]([OH:5])=[O:4].[F:8][C:9]([F:14])([F:13])[C:10]([OH:12])=[O:11].[Cl:15][C:16]1[CH:17]=[N:18][C:19]2[NH:20][C:21]3[CH:22]=[CH:23][CH:24]=[C:25]([CH:43]=3)[CH2:26][CH2:27][C:28]3[CH:36]=[C:32]([NH:33][C:34]=1[N:35]=2)[CH:31]=[CH:30][C:29]=3[N:37]1[CH2:42][CH2:41][NH:40][CH2:39][CH2:38]1.[N:44]([C:47]1[CH:52]=[CH:51][C:50]([C:53]([F:56])([F:55])[F:54])=[CH:49][CH:48]=1)=[C:45]=[O:46]. No catalyst specified. The product is [F:1][C:2]([F:7])([F:6])[C:3]([OH:5])=[O:4].[F:8][C:9]([F:14])([F:13])[C:10]([OH:12])=[O:11].[Cl:15][C:16]1[CH:17]=[N:18][C:19]2[NH:20][C:21]3[CH:22]=[CH:23][CH:24]=[C:25]([CH:43]=3)[CH2:26][CH2:27][C:28]3[CH:36]=[C:32]([NH:33][C:34]=1[N:35]=2)[CH:31]=[CH:30][C:29]=3[N:37]1[CH2:42][CH2:41][N:40]([C:45]([NH:44][C:47]2[CH:48]=[CH:49][C:50]([C:53]([F:54])([F:55])[F:56])=[CH:51][CH:52]=2)=[O:46])[CH2:39][CH2:38]1. The yield is 0.410.